Predict the reactants needed to synthesize the given product. From a dataset of Full USPTO retrosynthesis dataset with 1.9M reactions from patents (1976-2016). Given the product [F:26][CH2:25][CH2:24][N:21]1[CH2:22][CH2:23][N:18]([CH2:17][CH2:16][CH2:15][O:14][C:8]2[CH:7]=[C:6]3[C:11]([C:2]([O:33][C:34]4[CH:35]=[C:36]5[C:40](=[CH:41][CH:42]=4)[NH:39][C:38]([CH3:43])=[CH:37]5)=[N:3][CH:4]=[N:5]3)=[CH:10][C:9]=2[O:12][CH3:13])[CH2:19][CH2:20]1, predict the reactants needed to synthesize it. The reactants are: Cl[C:2]1[C:11]2[C:6](=[CH:7][C:8]([O:14][CH2:15][CH2:16][CH2:17][N:18]3[CH2:23][CH2:22][N:21]([CH2:24][CH2:25][F:26])[CH2:20][CH2:19]3)=[C:9]([O:12][CH3:13])[CH:10]=2)[N:5]=[CH:4][N:3]=1.C(=O)([O-])[O-].[K+].[K+].[OH:33][C:34]1[CH:35]=[C:36]2[C:40](=[CH:41][CH:42]=1)[NH:39][C:38]([CH3:43])=[CH:37]2.